This data is from Forward reaction prediction with 1.9M reactions from USPTO patents (1976-2016). The task is: Predict the product of the given reaction. (1) Given the reactants [Cl:1][C:2]1[CH:10]=[CH:9][C:5]([C:6]([OH:8])=O)=[CH:4][CH:3]=1.[CH2:11]([O:13][C:14](=[O:33])[CH2:15][CH2:16][C:17]1[CH:22]=[CH:21][CH:20]=[C:19]([N:23]2[C:27]([NH2:28])=[CH:26][C:25]([C:29]([CH3:32])([CH3:31])[CH3:30])=[N:24]2)[CH:18]=1)[CH3:12], predict the reaction product. The product is: [CH2:11]([O:13][C:14](=[O:33])[CH2:15][CH2:16][C:17]1[CH:22]=[CH:21][CH:20]=[C:19]([N:23]2[C:27]([NH:28][C:6](=[O:8])[C:5]3[CH:4]=[CH:3][C:2]([Cl:1])=[CH:10][CH:9]=3)=[CH:26][C:25]([C:29]([CH3:32])([CH3:31])[CH3:30])=[N:24]2)[CH:18]=1)[CH3:12]. (2) Given the reactants [NH2:1][C:2]1[CH:22]=[CH:21][C:5]([O:6][C:7]2[CH:8]=[C:9]([CH:18]=[CH:19][CH:20]=2)[CH2:10][NH:11][C:12](=[O:17])[C:13]([CH3:16])([CH3:15])[CH3:14])=[C:4]([Cl:23])[CH:3]=1.C([O:28][C:29](=O)[NH:30][CH2:31][CH2:32][N:33]1[C:41]2[C:40](Cl)=[N:39][CH:38]=[N:37][C:36]=2[CH:35]=[CH:34]1)(C)(C)C.Cl.C(OCC)(=O)C.[CH3:51][S:52]([CH2:55]C(O)=O)(=[O:54])=[O:53].Cl.C(N=C=NCCCN(C)C)C.ON1C2C=CC=CC=2N=N1, predict the reaction product. The product is: [Cl:23][C:4]1[CH:3]=[C:2]([NH:1][C:40]2[C:41]3[N:33]([CH2:32][CH2:31][NH:30][C:29](=[O:28])[CH2:51][S:52]([CH3:55])(=[O:54])=[O:53])[CH:34]=[CH:35][C:36]=3[N:37]=[CH:38][N:39]=2)[CH:22]=[CH:21][C:5]=1[O:6][C:7]1[CH:8]=[C:9]([CH:18]=[CH:19][CH:20]=1)[CH2:10][NH:11][C:12](=[O:17])[C:13]([CH3:16])([CH3:15])[CH3:14].